This data is from Forward reaction prediction with 1.9M reactions from USPTO patents (1976-2016). The task is: Predict the product of the given reaction. (1) Given the reactants [OH:1][C:2]1[C:11]2[C:6](=[CH:7][CH:8]=[CH:9][CH:10]=2)[C:5]([NH:12][S:13]([C:16]2[S:17][CH:18]=[CH:19][CH:20]=2)(=[O:15])=[O:14])=[CH:4][C:3]=1[S:21][CH2:22][C:23]([O:25]CC)=[O:24].Cl, predict the reaction product. The product is: [OH:1][C:2]1[C:11]2[C:6](=[CH:7][CH:8]=[CH:9][CH:10]=2)[C:5]([NH:12][S:13]([C:16]2[S:17][CH:18]=[CH:19][CH:20]=2)(=[O:15])=[O:14])=[CH:4][C:3]=1[S:21][CH2:22][C:23]([OH:25])=[O:24]. (2) Given the reactants [F:1][C:2]1[CH:3]=[C:4]([CH:13]2[CH2:18][N:17]([C:19]([N:21]3[CH2:26][CH2:25][S:24][CH2:23][CH2:22]3)=[O:20])[CH2:16][CH:15]([C:27]([O:29]C)=[O:28])[CH2:14]2)[CH:5]=[CH:6][C:7]=1[O:8][C:9]([F:12])([F:11])[F:10].CC(C)([O-])C.[K+], predict the reaction product. The product is: [F:1][C:2]1[CH:3]=[C:4]([CH:13]2[CH2:18][N:17]([C:19]([N:21]3[CH2:26][CH2:25][S:24][CH2:23][CH2:22]3)=[O:20])[CH2:16][CH:15]([C:27]([OH:29])=[O:28])[CH2:14]2)[CH:5]=[CH:6][C:7]=1[O:8][C:9]([F:12])([F:10])[F:11]. (3) The product is: [CH:72]1[CH:73]([OH:74])[CH:75]=[CH:77][C:13]([C:20]([OH:22])=[O:21])([CH2:14][CH:67]([NH2:62])[C:68]([OH:70])=[O:69])[CH:11]=1. Given the reactants CC1(C)S[C@@H]2[C@H](N[C:11]([CH:13]([C:20]([OH:22])=[O:21])[C:14]3C=CC=CC=3)=O)C(=O)N2[C@H]1C(O)=O.CC(S[C@@H]1O[C@H](CO)[C@H](O)[C@H](O)[C@H]1O)C.C(O)C(N)(CO)CO.Cl.C([N:62]([CH2:67][C:68]([OH:70])=[O:69])CC(O)=O)C[N:62](CC(O)=O)[CH2:67][C:68]([OH:70])=[O:69].S[CH2:72][C@H:73]([C@@H:75]([CH2:77]S)O)[OH:74].Cl.C(N)(=N)C1C=CC=CC=1.C(CCN)CCC(O)=O, predict the reaction product. (4) Given the reactants ClC1N=C(N2CCOCC2)C2SC(CN3C[C@@H](C)N(CC4C=CC=CN=4)[C@@H](C)C3)=CC=2N=1.[CH3:33][C@H:34]1[CH2:39][NH:38][CH2:37][C@@H:36]([CH3:40])[N:35]1[CH2:41][C:42]1[CH:47]=[CH:46][CH:45]=[CH:44][N:43]=1.[C:48]([O:52][C:53](N1C[C@H](C)N[C@H](C)C1)=[O:54])([CH3:51])([CH3:50])[CH3:49].Br.BrCC1C=CC=CN=1.C(=O)([O-])[O-].[K+].[K+], predict the reaction product. The product is: [C:48]([O:52][C:53]([N:38]1[CH2:39][C@@H:34]([CH3:33])[N:35]([CH2:41][C:42]2[CH:47]=[CH:46][CH:45]=[CH:44][N:43]=2)[C@@H:36]([CH3:40])[CH2:37]1)=[O:54])([CH3:51])([CH3:50])[CH3:49]. (5) Given the reactants [F:1][C:2]1[CH:3]=[CH:4][C:5]2=[C:6]([CH:22]=1)[O:7][CH2:8][C:9]1[CH:19]=[C:18]([CH2:20]O)[CH:17]=[CH:16][C:10]=1/[C:11]/2=[C:12](/[CH3:15])\[C:13]#[N:14].CS(OS(C)(=O)=O)(=O)=O.[Br-:32].[Li+].N1C(C)=CC=CC=1C, predict the reaction product. The product is: [Br:32][CH2:20][C:18]1[CH:17]=[CH:16][C:10]2/[C:11](=[C:12](/[CH3:15])\[C:13]#[N:14])/[C:5]3[CH:4]=[CH:3][C:2]([F:1])=[CH:22][C:6]=3[O:7][CH2:8][C:9]=2[CH:19]=1. (6) Given the reactants Cl.C(OC([N:9]1[CH2:14][CH2:13][CH2:12][C@H:11]([O:15][C:16]2[CH:21]=[C:20]([F:22])[CH:19]=[CH:18][C:17]=2[NH:23][C:24]2[C:25]3[C:32]([CH3:33])=[C:31]([C:34]([OH:36])=[O:35])[S:30][C:26]=3[N:27]=[CH:28][N:29]=2)[CH2:10]1)=O)(C)(C)C, predict the reaction product. The product is: [F:22][C:20]1[CH:19]=[CH:18][C:17]([NH:23][C:24]2[C:25]3[C:32]([CH3:33])=[C:31]([C:34]([OH:36])=[O:35])[S:30][C:26]=3[N:27]=[CH:28][N:29]=2)=[C:16]([O:15][C@H:11]2[CH2:12][CH2:13][CH2:14][NH:9][CH2:10]2)[CH:21]=1. (7) Given the reactants [C:1]([O:5][C:6]([NH:8][C@@H:9]1[CH2:11][C@H:10]1[C:12]1[CH:13]=[C:14]([C:17]([OH:19])=O)[S:15][CH:16]=1)=[O:7])([CH3:4])([CH3:3])[CH3:2].Cl.[F:21][C:22]1([F:29])[CH2:27][CH2:26][CH:25]([NH2:28])[CH2:24][CH2:23]1.C(N(CC)CC)C.CN(C(ON1N=NC2C=CC=NC1=2)=[N+](C)C)C.F[P-](F)(F)(F)(F)F, predict the reaction product. The product is: [C:1]([O:5][C:6](=[O:7])[NH:8][C@@H:9]1[CH2:11][C@H:10]1[C:12]1[CH:13]=[C:14]([C:17](=[O:19])[NH:28][CH:25]2[CH2:26][CH2:27][C:22]([F:29])([F:21])[CH2:23][CH2:24]2)[S:15][CH:16]=1)([CH3:2])([CH3:3])[CH3:4].